This data is from Full USPTO retrosynthesis dataset with 1.9M reactions from patents (1976-2016). The task is: Predict the reactants needed to synthesize the given product. (1) Given the product [CH2:1]([O:5][C:6]1[C:15]2[C:10](=[CH:11][CH:12]=[C:13]([CH2:16][OH:17])[CH:14]=2)[C:9](=[O:19])[N:8]([CH2:20][CH:21]([CH3:22])[CH3:23])[C:7]=1[CH2:24][NH:25][C:26](=[O:27])[O:28][C:29]([CH3:31])([CH3:30])[CH3:32])[CH2:2][CH2:3][CH3:4], predict the reactants needed to synthesize it. The reactants are: [CH2:1]([O:5][C:6]1[C:15]2[C:10](=[CH:11][CH:12]=[C:13]([C:16](O)=[O:17])[CH:14]=2)[C:9](=[O:19])[N:8]([CH2:20][CH:21]([CH3:23])[CH3:22])[C:7]=1[CH2:24][NH:25][C:26]([O:28][C:29]([CH3:32])([CH3:31])[CH3:30])=[O:27])[CH2:2][CH2:3][CH3:4].CN1CCOCC1.ClC(OCC)=O.[BH4-].[Na+]. (2) Given the product [F:1][C:2]1[CH:3]=[CH:4][C:5]([C:8]2[N:17]=[C:16]([C:18]([N:28]3[CH2:27][CH2:26][C:25]4[C:30](=[CH:31][C:32]([O:34][CH3:35])=[CH:33][C:24]=4[O:23][CH3:22])[CH2:29]3)=[O:20])[C:15]3[C:10](=[CH:11][CH:12]=[CH:13][CH:14]=3)[N:9]=2)=[CH:6][CH:7]=1, predict the reactants needed to synthesize it. The reactants are: [F:1][C:2]1[CH:7]=[CH:6][C:5]([C:8]2[N:17]=[C:16]([C:18]([OH:20])=O)[C:15]3[C:10](=[CH:11][CH:12]=[CH:13][CH:14]=3)[N:9]=2)=[CH:4][CH:3]=1.Cl.[CH3:22][O:23][C:24]1[CH:33]=[C:32]([O:34][CH3:35])[CH:31]=[C:30]2[C:25]=1[CH2:26][CH2:27][NH:28][CH2:29]2. (3) Given the product [CH3:1][O:2][C:3]([CH:5]1[CH2:9][CH:8]([N:10]=[N+:11]=[N-:12])[CH2:7][N:6]1[CH2:13][C:21]1[CH:20]=[CH:36][CH:34]=[CH:40][CH:38]=1)=[O:4], predict the reactants needed to synthesize it. The reactants are: [CH3:1][O:2][C:3]([CH:5]1[CH2:9][CH:8]([N:10]=[N+:11]=[N-:12])[CH2:7][N:6]1[C:13](OC(C)(C)C)=O)=[O:4].[C:20](O)(=O)[CH3:21].[BH-](O[C:34]([CH3:36])=O)(OC(C)=O)OC(C)=O.[Na+].[C:38](O)([C:40](F)(F)F)=O.C(Cl)Cl. (4) The reactants are: [CH2:1]([O:8][C:9]([NH:11][C@@H:12]([CH2:16][CH2:17][CH2:18][CH2:19][NH:20][S:21](=[O:31])(=[O:30])[NH:22][C:23]([O:25][C:26]([CH3:29])([CH3:28])[CH3:27])=[O:24])[C:13]([OH:15])=O)=[O:10])[C:2]1[CH:7]=[CH:6][CH:5]=[CH:4][CH:3]=1.[CH3:32][NH:33][C:34]1[S:35][CH:36]=[C:37]([C:39]2[CH:44]=[CH:43][CH:42]=[CH:41][CH:40]=2)[N:38]=1.C(N(CC)CC)C. Given the product [CH3:32][N:33]([C:34]1[S:35][CH:36]=[C:37]([C:39]2[CH:40]=[CH:41][CH:42]=[CH:43][CH:44]=2)[N:38]=1)[C:13](=[O:15])[C@@H:12]([NH:11][C:9]([O:8][CH2:1][C:2]1[CH:3]=[CH:4][CH:5]=[CH:6][CH:7]=1)=[O:10])[CH2:16][CH2:17][CH2:18][CH2:19][NH:20][S:21](=[O:30])(=[O:31])[NH:22][C:23]([O:25][C:26]([CH3:27])([CH3:28])[CH3:29])=[O:24], predict the reactants needed to synthesize it. (5) Given the product [F:13][C:10]1[CH:11]=[CH:12][C:7]([CH2:6][NH:5][C:3](=[O:4])[C:2]([F:37])([F:1])[F:38])=[CH:8][C:9]=1[CH:14]1[CH2:19][CH2:18][N:17]([C:20]([C:22]2[C:30]3[C:29]([C:31]([OH:45])=[O:32])=[CH:28][CH:27]=[CH:26][C:25]=3[N:24]([CH2:33][CH2:34][O:35][CH3:36])[CH:23]=2)=[O:21])[CH2:16][CH2:15]1, predict the reactants needed to synthesize it. The reactants are: [F:1][C:2]([F:38])([F:37])[C:3]([NH:5][CH2:6][C:7]1[CH:12]=[CH:11][C:10]([F:13])=[C:9]([CH:14]2[CH2:19][CH2:18][N:17]([C:20]([C:22]3[C:30]4[C:25](=[CH:26][CH:27]=[CH:28][C:29]=4[CH:31]=[O:32])[N:24]([CH2:33][CH2:34][O:35][CH3:36])[CH:23]=3)=[O:21])[CH2:16][CH2:15]2)[CH:8]=1)=[O:4].CC(=CC)C.Cl([O-])=[O:45].[Na+].P([O-])(O)(O)=O.[Na+]. (6) Given the product [Cl:18][CH2:17][CH2:16][CH2:15][N:2]1[CH2:3][CH2:4][C:5]2[C:6]3[C:11](=[CH:10][CH:9]=[CH:8][CH:7]=3)[NH:12][C:13]=2[CH2:1]1, predict the reactants needed to synthesize it. The reactants are: [CH2:1]1[C:13]2[NH:12][C:11]3[C:6](=[CH:7][CH:8]=[CH:9][CH:10]=3)[C:5]=2[CH2:4][CH2:3][NH:2]1.Br[CH2:15][CH2:16][CH2:17][Cl:18]. (7) The reactants are: [CH2:1]([O:3][C:4]([CH:6]([CH:10]=[CH:11][C:12]1[O:13][C:14]([CH2:17][CH3:18])=[CH:15][CH:16]=1)C(O)=O)=O)[CH3:2].C([O-])(=[O:21])C.[Na+].[C:24]([O:27][C:28](=O)[CH3:29])(=[O:26])C. Given the product [C:1]([O:3][C:4]1[C:16]2[CH:15]=[C:14]([CH2:17][CH3:18])[O:13][C:12]=2[CH:11]=[C:10]([C:24]([O:27][CH2:28][CH3:29])=[O:26])[CH:6]=1)(=[O:21])[CH3:2], predict the reactants needed to synthesize it. (8) Given the product [F:36][C:37]([C:41]1[N:28]([C:5]2[N:4]=[C:3]3[C:8]([N:9]=[C:10]([CH2:11][N:12]4[CH2:13][CH:14]([CH:16]5[CH2:21][CH2:20][O:19][CH2:18][CH2:17]5)[CH2:15]4)[N:2]3[CH3:1])=[C:7]([N:22]3[CH2:27][CH2:26][O:25][CH2:24][CH2:23]3)[N:6]=2)[C:29]2[CH:34]=[CH:33][CH:32]=[CH:31][C:30]=2[N:35]=1)([F:42])[CH3:38], predict the reactants needed to synthesize it. The reactants are: [CH3:1][N:2]1[C:10]([CH2:11][N:12]2[CH2:15][CH:14]([CH:16]3[CH2:21][CH2:20][O:19][CH2:18][CH2:17]3)[CH2:13]2)=[N:9][C:8]2[C:3]1=[N:4][C:5]([NH:28][C:29]1[C:30]([NH2:35])=[CH:31][CH:32]=[CH:33][CH:34]=1)=[N:6][C:7]=2[N:22]1[CH2:27][CH2:26][O:25][CH2:24][CH2:23]1.[F:36][C:37]([F:42])([CH3:41])[C:38](O)=O.CCN(C(C)C)C(C)C.CN(C(ON1N=NC2C=CC=NC1=2)=[N+](C)C)C.F[P-](F)(F)(F)(F)F. (9) Given the product [CH3:1][N:2]1[C:10]2[S:9][CH:8]=[C:7]([CH2:38][C:39]([NH:27][C:24]3[S:25][CH:26]=[C:22]([C:19]4[CH:20]=[CH:21][C:16]([F:15])=[C:17]([C:28]([F:29])([F:31])[F:30])[CH:18]=4)[N:23]=3)=[O:53])[C:6]=2[C:5](=[O:12])[N:4]([CH3:13])[C:3]1=[O:14], predict the reactants needed to synthesize it. The reactants are: [CH3:1][N:2]1[C:7]2=[CH:8][S:9][C:10](C)=[C:6]2[C:5](=[O:12])[N:4]([CH3:13])[C:3]1=[O:14].[F:15][C:16]1[CH:21]=[CH:20][C:19]([C:22]2[N:23]=[C:24]([NH2:27])[S:25][CH:26]=2)=[CH:18][C:17]=1[C:28]([F:31])([F:30])[F:29].CCN=C=NC[CH2:38][CH2:39]N(C)C.Cl.C1C=CC2N([OH:53])N=NC=2C=1.